Dataset: Full USPTO retrosynthesis dataset with 1.9M reactions from patents (1976-2016). Task: Predict the reactants needed to synthesize the given product. (1) Given the product [CH3:9][C:4]1[CH:5]=[C:6]([CH3:8])[CH:7]=[C:2]([O:1][CH2:17][CH2:18][O:19][C:20]2[CH:21]=[CH:22][C:23]([N+:26]([O-:28])=[O:27])=[CH:24][CH:25]=2)[N:3]=1, predict the reactants needed to synthesize it. The reactants are: [OH:1][C:2]1[CH:7]=[C:6]([CH3:8])[CH:5]=[C:4]([CH3:9])[N:3]=1.C(=O)([O-])[O-].[K+].[K+].Br[CH2:17][CH2:18][O:19][C:20]1[CH:25]=[CH:24][C:23]([N+:26]([O-:28])=[O:27])=[CH:22][CH:21]=1. (2) Given the product [Cl:8][C:6]1[N:7]=[C:2]([N:27]2[CH:31]=[CH:30][CH:29]=[N:28]2)[C:3](=[O:26])[N:4]([CH2:17][C:18]2[CH:23]=[CH:22][C:21]([O:24][CH3:25])=[CH:20][CH:19]=2)[C:5]=1[C:9]1[C:14]([F:15])=[CH:13][CH:12]=[CH:11][C:10]=1[F:16], predict the reactants needed to synthesize it. The reactants are: Cl[C:2]1[C:3](=[O:26])[N:4]([CH2:17][C:18]2[CH:23]=[CH:22][C:21]([O:24][CH3:25])=[CH:20][CH:19]=2)[C:5]([C:9]2[C:14]([F:15])=[CH:13][CH:12]=[CH:11][C:10]=2[F:16])=[C:6]([Cl:8])[N:7]=1.[NH:27]1[CH:31]=[CH:30][CH:29]=[N:28]1.C(=O)(O)[O-].[K+].